From a dataset of Full USPTO retrosynthesis dataset with 1.9M reactions from patents (1976-2016). Predict the reactants needed to synthesize the given product. (1) Given the product [OH:18][CH2:17][CH2:16][CH2:15][NH:14][CH2:1][C:3]1[CH:8]=[C:7]([C:9]([O:11][CH2:12][CH3:13])=[O:10])[CH:6]=[CH:5][N:4]=1, predict the reactants needed to synthesize it. The reactants are: [CH:1]([C:3]1[CH:8]=[C:7]([C:9]([O:11][CH2:12][CH3:13])=[O:10])[CH:6]=[CH:5][N:4]=1)=O.[NH2:14][CH2:15][CH2:16][CH2:17][OH:18]. (2) Given the product [Br:1][C:2]1[CH:7]=[CH:6][C:5]([C:8]2[N:12]([CH2:13][C:14]3[CH:22]=[CH:21][C:17]([C:18]([NH:44][CH2:48][CH2:49][C:65]([OH:66])=[O:31])=[O:20])=[CH:16][CH:15]=3)[N:11]=[C:10]([C:23]3[CH:24]=[C:25]([Cl:30])[CH:26]=[C:27]([Cl:29])[CH:28]=3)[CH:9]=2)=[CH:4][CH:3]=1, predict the reactants needed to synthesize it. The reactants are: [Br:1][C:2]1[CH:7]=[CH:6][C:5]([C:8]2[N:12]([CH2:13][C:14]3[CH:22]=[CH:21][C:17]([C:18]([OH:20])=O)=[CH:16][CH:15]=3)[N:11]=[C:10]([C:23]3[CH:28]=[C:27]([Cl:29])[CH:26]=[C:25]([Cl:30])[CH:24]=3)[CH:9]=2)=[CH:4][CH:3]=1.[OH:31]N1C2N=CC=CC=2N=N1.C([N:44]([CH2:48][CH3:49])C(C)C)(C)C.Cl.CN(C)CCCN=C=NCC.CN([CH:65]=[O:66])C. (3) Given the product [N:37]1[CH:38]=[CH:39][CH:40]=[CH:41][C:36]=1[CH2:35][CH2:34][C:33]1[N:29]([C:26]2[CH:25]=[CH:24][C:23]([C:12]3[C:13]4[CH:22]=[CH:21][C:20]5[C:15](=[CH:16][CH:17]=[CH:18][CH:19]=5)[C:14]=4[NH:8][C:9](=[O:42])[CH2:10][N:11]=3)=[CH:28][CH:27]=2)[N:30]=[N:31][N:32]=1, predict the reactants needed to synthesize it. The reactants are: COC1C=CC(C[N:8]2[C:14]3[C:15]4[C:20]([CH:21]=[CH:22][C:13]=3[C:12]([C:23]3[CH:28]=[CH:27][C:26]([N:29]5[C:33]([CH2:34][CH2:35][C:36]6[CH:41]=[CH:40][CH:39]=[CH:38][N:37]=6)=[N:32][N:31]=[N:30]5)=[CH:25][CH:24]=3)=[N:11][CH2:10][C:9]2=[O:42])=[CH:19][CH:18]=[CH:17][CH:16]=4)=CC=1.[Cl-].[Al+3].[Cl-].[Cl-].C(=O)([O-])O.[Na+]. (4) Given the product [CH2:18]([N:25]([CH3:41])[C:26]1[CH:27]=[C:28]([NH:33][C:34]2[N:35]=[C:36]([NH:1][C:2]3[CH:7]=[CH:6][CH:5]=[C:4]([O:8][CH2:9][C:10]([F:11])([F:13])[F:12])[C:3]=3[S:14]([NH2:17])(=[O:16])=[O:15])[CH:37]=[CH:38][N:39]=2)[CH:29]=[CH:30][C:31]=1[CH3:32])[C:19]1[CH:20]=[CH:21][CH:22]=[CH:23][CH:24]=1, predict the reactants needed to synthesize it. The reactants are: [NH2:1][C:2]1[CH:7]=[CH:6][CH:5]=[C:4]([O:8][CH2:9][C:10]([F:13])([F:12])[F:11])[C:3]=1[S:14]([NH2:17])(=[O:16])=[O:15].[CH2:18]([N:25]([CH3:41])[C:26]1[CH:27]=[C:28]([NH:33][C:34]2[N:39]=[C:38](Cl)[CH:37]=[CH:36][N:35]=2)[CH:29]=[CH:30][C:31]=1[CH3:32])[C:19]1[CH:24]=[CH:23][CH:22]=[CH:21][CH:20]=1.Cl. (5) The reactants are: CC1C=CC(S(O[CH2:12][CH:13]2[CH2:17][C:16]3[CH:18]=[CH:19][CH:20]=[C:21]([C:22]4[C:27]([F:28])=[CH:26][CH:25]=[CH:24][C:23]=4[F:29])[C:15]=3[O:14]2)(=O)=O)=CC=1.[N-:30]=[N+:31]=[N-:32].[Na+]. Given the product [F:29][C:23]1[CH:24]=[CH:25][CH:26]=[C:27]([F:28])[C:22]=1[C:21]1[C:15]2[O:14][CH:13]([CH2:12][N:30]=[N+:31]=[N-:32])[CH2:17][C:16]=2[CH:18]=[CH:19][CH:20]=1, predict the reactants needed to synthesize it. (6) Given the product [CH3:16][O:17][C:18]1[C:23]([Sn:28]([CH2:30][CH2:31][CH2:32][CH3:33])([CH2:34][CH2:35][CH2:36][CH3:37])[CH2:24][CH2:25][CH2:26][CH3:27])=[CH:22][N:21]=[CH:20][N:19]=1, predict the reactants needed to synthesize it. The reactants are: CC1(C)CCCC(C)(C)N1.[Li]CCCC.[CH3:16][O:17][C:18]1[CH:23]=[CH:22][N:21]=[CH:20][N:19]=1.[CH2:24]([Sn:28]([CH2:34][CH2:35][CH2:36][CH3:37])([CH2:30][CH2:31][CH2:32][CH3:33])Cl)[CH2:25][CH2:26][CH3:27]. (7) Given the product [F:29][CH2:28][CH2:27][CH2:26][O:18][C:15]1[CH:14]=[CH:13][C:12]([C:10]2[N:11]=[C:5]3[CH:4]=[C:3]([NH2:2])[CH:8]=[CH:7][N:6]3[CH:9]=2)=[CH:17][CH:16]=1, predict the reactants needed to synthesize it. The reactants are: Br.[NH2:2][C:3]1[CH:8]=[CH:7][N:6]2[CH:9]=[C:10]([C:12]3[CH:17]=[CH:16][C:15]([OH:18])=[CH:14][CH:13]=3)[N:11]=[C:5]2[CH:4]=1.C(=O)([O-])[O-].[Cs+].[Cs+].Br[CH2:26][CH2:27][CH2:28][F:29]. (8) Given the product [Br:18][C:6]1[C:7]([O:9][CH3:10])=[CH:8][C:3]([O:2][CH3:1])=[N:4][CH:5]=1, predict the reactants needed to synthesize it. The reactants are: [CH3:1][O:2][C:3]1[CH:8]=[C:7]([O:9][CH3:10])[CH:6]=[CH:5][N:4]=1.C1C(=O)N([Br:18])C(=O)C1. (9) The reactants are: [C:1]([O:5][C:6]([N:8]1[CH2:13][CH2:12][CH:11]([C:14]([OH:16])=O)[CH:10]([CH3:17])[CH2:9]1)=[O:7])([CH3:4])([CH3:3])[CH3:2].C1N=CN(C(N2C=NC=C2)=O)C=1.O[N:31]=[C:32]([C:34]1[CH:43]=[CH:42][C:41]2[C:36](=[CH:37][CH:38]=[CH:39][CH:40]=2)[N:35]=1)[NH2:33]. Given the product [CH3:17][CH:10]1[CH:11]([C:14]2[O:16][N:33]=[C:32]([C:34]3[CH:43]=[CH:42][C:41]4[C:36](=[CH:37][CH:38]=[CH:39][CH:40]=4)[N:35]=3)[N:31]=2)[CH2:12][CH2:13][N:8]([C:6]([O:5][C:1]([CH3:2])([CH3:3])[CH3:4])=[O:7])[CH2:9]1, predict the reactants needed to synthesize it.